Dataset: Full USPTO retrosynthesis dataset with 1.9M reactions from patents (1976-2016). Task: Predict the reactants needed to synthesize the given product. (1) Given the product [OH:4][CH2:5][C:6]1[C:7]([N:34]2[CH2:46][CH2:45][N:37]3[C:38]4[CH2:39][CH2:40][CH2:41][CH2:42][C:43]=4[CH:44]=[C:36]3[C:35]2=[O:47])=[N:8][CH:9]=[CH:10][C:11]=1[C:12]1[CH:17]=[C:16]([NH:18][C:19]2[CH:31]=[C:22]3[CH2:23][N:24]([CH:27]4[CH2:28][O:29][CH2:30]4)[CH2:25][CH2:26][N:21]3[N:20]=2)[C:15](=[O:32])[N:14]([CH3:33])[CH:13]=1, predict the reactants needed to synthesize it. The reactants are: C([O:4][CH2:5][C:6]1[C:7]([N:34]2[CH2:46][CH2:45][N:37]3[C:38]4[CH2:39][CH2:40][CH2:41][CH2:42][C:43]=4[CH:44]=[C:36]3[C:35]2=[O:47])=[N:8][CH:9]=[CH:10][C:11]=1[C:12]1[CH:17]=[C:16]([NH:18][C:19]2[CH:31]=[C:22]3[CH2:23][N:24]([CH:27]4[CH2:30][O:29][CH2:28]4)[CH2:25][CH2:26][N:21]3[N:20]=2)[C:15](=[O:32])[N:14]([CH3:33])[CH:13]=1)(=O)C.[OH-].[Li+]. (2) Given the product [CH2:11]([O:13][C:14]([C:16]1[NH:17][C:18]2[C:23]([C:24]=1[I:2])=[CH:22][C:21]([C:25]1[CH:30]=[CH:29][C:28]([C:31]([F:34])([F:32])[F:33])=[CH:27][CH:26]=1)=[CH:20][CH:19]=2)=[O:15])[CH3:12], predict the reactants needed to synthesize it. The reactants are: [Na+].[I-:2].ClN1C(=O)CCC1=O.[CH2:11]([O:13][C:14]([C:16]1[NH:17][C:18]2[C:23]([CH:24]=1)=[CH:22][C:21]([C:25]1[CH:30]=[CH:29][C:28]([C:31]([F:34])([F:33])[F:32])=[CH:27][CH:26]=1)=[CH:20][CH:19]=2)=[O:15])[CH3:12].[O-]S([O-])(=S)=O.[Na+].[Na+].